This data is from Catalyst prediction with 721,799 reactions and 888 catalyst types from USPTO. The task is: Predict which catalyst facilitates the given reaction. (1) Reactant: [NH2:1][C:2]1[N:7]=[C:6]([C:8]2[O:9][C:10]([CH3:13])=[CH:11][CH:12]=2)[C:5]([C:14]#[N:15])=[C:4](SC)[N:3]=1.[CH:18]1([OH:24])[CH2:23][CH2:22][CH2:21][CH2:20][CH2:19]1.C1CCN2C(=NCCC2)CC1. Product: [NH2:1][C:2]1[N:3]=[C:4]([O:24][CH:18]2[CH2:23][CH2:22][CH2:21][CH2:20][CH2:19]2)[C:5]([C:14]#[N:15])=[C:6]([C:8]2[O:9][C:10]([CH3:13])=[CH:11][CH:12]=2)[N:7]=1. The catalyst class is: 57. (2) Reactant: Cl.[Cl:2][C:3]1[CH:8]=[CH:7][C:6]([C:9]2[S:13][C:12]([C@@H:14]([NH:16]C(=O)OC(C)(C)C)[CH3:15])=[N:11][N:10]=2)=[CH:5][CH:4]=1. Product: [Cl:2][C:3]1[CH:4]=[CH:5][C:6]([C:9]2[S:13][C:12]([C@@H:14]([NH2:16])[CH3:15])=[N:11][N:10]=2)=[CH:7][CH:8]=1. The catalyst class is: 12.